From a dataset of Catalyst prediction with 721,799 reactions and 888 catalyst types from USPTO. Predict which catalyst facilitates the given reaction. (1) Reactant: C(OC([N:6]1[C:35]2[C:30](=[CH:31][CH:32]=[C:33]([Cl:36])[CH:34]=2)[C:8]2([CH:13]([C:14]3[CH:19]=[C:18]([F:20])[CH:17]=[CH:16][C:15]=3[CH3:21])[CH2:12][C:11](=[O:22])[NH:10][CH:9]2[C:23]2[CH:28]=[CH:27][CH:26]=[C:25]([Cl:29])[CH:24]=2)[C:7]1=[O:37])=O)C.[OH-].[Na+]. Product: [Cl:36][C:33]1[CH:34]=[C:35]2[NH:6][C:7](=[O:37])[C:8]3([CH:13]([C:14]4[CH:19]=[C:18]([F:20])[CH:17]=[CH:16][C:15]=4[CH3:21])[CH2:12][C:11](=[O:22])[NH:10][CH:9]3[C:23]3[CH:28]=[CH:27][CH:26]=[C:25]([Cl:29])[CH:24]=3)[C:30]2=[CH:31][CH:32]=1. The catalyst class is: 5. (2) Reactant: O=[CH:2][C@H:3]([CH2:5][OH:6])[OH:4].FC(F)(F)C(O)=O.[CH3:14][CH:15]([O:17][C:18]1[CH:25]=[CH:24][C:23]([C:26]2[O:30][N:29]=[C:28]([C:31]3[C:32]([CH3:41])=[C:33]4[C:38](=[CH:39][CH:40]=3)[CH2:37][NH:36][CH2:35][CH2:34]4)[N:27]=2)=[CH:22][C:19]=1[C:20]#[N:21])[CH3:16].C(O[BH-](OC(=O)C)OC(=O)C)(=O)C.[Na+].C(Cl)[Cl:57]. Product: [ClH:57].[OH:4][C@@H:3]([CH2:5][OH:6])[CH2:2][N:36]1[CH2:35][CH2:34][C:33]2[C:38](=[CH:39][CH:40]=[C:31]([C:28]3[N:27]=[C:26]([C:23]4[CH:24]=[CH:25][C:18]([O:17][CH:15]([CH3:16])[CH3:14])=[C:19]([CH:22]=4)[C:20]#[N:21])[O:30][N:29]=3)[C:32]=2[CH3:41])[CH2:37]1. The catalyst class is: 5. (3) Reactant: [NH2:1][C:2]1[N:7]=[CH:6][N:5]=[C:4]2[N:8]([CH:26]([C:28]3[O:29][C:30](=[O:43])[C:31]4[C:36]([C:37]=3[C:38]3[S:42][CH:41]=[N:40][CH:39]=3)=[CH:35][CH:34]=[CH:33][CH:32]=4)[CH3:27])[N:9]=[C:10]([C:11]3[CH:16]=[C:15]([F:17])[CH:14]=[C:13]([O:18][Si](C(C)(C)C)(C)C)[CH:12]=3)[C:3]=12. Product: [NH2:1][C:2]1[N:7]=[CH:6][N:5]=[C:4]2[N:8]([CH:26]([C:28]3[O:29][C:30](=[O:43])[C:31]4[C:36]([C:37]=3[C:38]3[S:42][CH:41]=[N:40][CH:39]=3)=[CH:35][CH:34]=[CH:33][CH:32]=4)[CH3:27])[N:9]=[C:10]([C:11]3[CH:12]=[C:13]([OH:18])[CH:14]=[C:15]([F:17])[CH:16]=3)[C:3]=12. The catalyst class is: 422. (4) Reactant: [O:1]1[CH2:6][CH2:5][CH:4]([OH:7])[CH2:3][CH2:2]1.CCN(CC)CC.[CH3:15][S:16](Cl)(=[O:18])=[O:17]. Product: [CH3:15][S:16]([O:7][CH:4]1[CH2:5][CH2:6][O:1][CH2:2][CH2:3]1)(=[O:18])=[O:17]. The catalyst class is: 2. (5) Reactant: [I:1][C:2]1[CH:3]=[N:4][NH:5][CH:6]=1.CS(O[CH:12]1[CH2:27][CH2:26][C:15]2([CH2:18][N:17]([C:19]([O:21][C:22]([CH3:25])([CH3:24])[CH3:23])=[O:20])[CH2:16]2)[CH2:14][CH2:13]1)(=O)=O.C([O-])([O-])=O.[Cs+].[Cs+]. Product: [I:1][C:2]1[CH:3]=[N:4][N:5]([CH:12]2[CH2:27][CH2:26][C:15]3([CH2:18][N:17]([C:19]([O:21][C:22]([CH3:23])([CH3:24])[CH3:25])=[O:20])[CH2:16]3)[CH2:14][CH2:13]2)[CH:6]=1. The catalyst class is: 3.